Dataset: Forward reaction prediction with 1.9M reactions from USPTO patents (1976-2016). Task: Predict the product of the given reaction. Given the reactants N1C=CC=CC=1.[OH:7][CH2:8][C:9]1[CH:10]=[C:11](B(O)O)[CH:12]=[CH:13][CH:14]=1.[C:18]([C:22]1[CH:26]=[C:25]([C:27]([O:29][CH2:30][CH3:31])=[O:28])[NH:24][N:23]=1)([CH3:21])([CH3:20])[CH3:19], predict the reaction product. The product is: [C:18]([C:22]1[CH:26]=[C:25]([C:27]([O:29][CH2:30][CH3:31])=[O:28])[N:24]([C:11]2[CH:12]=[CH:13][CH:14]=[C:9]([CH2:8][OH:7])[CH:10]=2)[N:23]=1)([CH3:21])([CH3:19])[CH3:20].